From a dataset of Forward reaction prediction with 1.9M reactions from USPTO patents (1976-2016). Predict the product of the given reaction. (1) The product is: [CH:31]1[CH:30]=[CH:29][C:28]([P:21]([C:22]2[CH:27]=[CH:26][CH:25]=[CH:24][CH:23]=2)[C:15]2[CH:20]=[CH:19][CH:18]=[CH:17][CH:16]=2)=[CH:33][CH:32]=1.[CH3:14][CH:12]([O:11][C:9](/[N:8]=[N:7]/[C:5]([O:4][CH:2]([CH3:3])[CH3:1])=[O:6])=[O:10])[CH3:13]. Given the reactants [CH3:1][CH:2]([O:4][C:5](/[N:7]=[N:8]/[C:9]([O:11][CH:12]([CH3:14])[CH3:13])=[O:10])=[O:6])[CH3:3].[C:15]1([P:21]([C:28]2[CH:33]=[CH:32][CH:31]=[CH:30][CH:29]=2)[C:22]2[CH:27]=[CH:26][CH:25]=[CH:24][CH:23]=2)[CH:20]=[CH:19][CH:18]=[CH:17][CH:16]=1, predict the reaction product. (2) Given the reactants [CH:1]([NH:4][C:5]1[C:10]2[C:11]([C:23]3[CH:24]=[C:25]([CH:31]=[CH:32][N:33]=3)[C:26]([N:28]([CH3:30])[CH3:29])=[O:27])=[N:12][N:13](CC3C=CC(OC)=CC=3)[C:9]=2[CH:8]=[CH:7][N:6]=1)([CH3:3])[CH3:2].C(NC1C2C(C3C=C(C=CN=3)C(O)=O)=NN(CC3C=CC(OC)=CC=3)C=2C=CN=1)(C)C.Cl.CNC.CN(C(ON1N=NC2C=CC=NC1=2)=[N+](C)C)C.F[P-](F)(F)(F)(F)F.CCN(CC)CC, predict the reaction product. The product is: [CH:1]([NH:4][C:5]1[C:10]2[C:11]([C:23]3[CH:24]=[C:25]([CH:31]=[CH:32][N:33]=3)[C:26]([N:28]([CH3:29])[CH3:30])=[O:27])=[N:12][NH:13][C:9]=2[CH:8]=[CH:7][N:6]=1)([CH3:3])[CH3:2]. (3) Given the reactants OC1C=CC([C@H]2OC3C(=CC4C[C@@H](C(O)=O)N([C@H](C5C=CC=CC=5)CC)CC=4C=3)[N:10](C)[C:9]2=O)=CC=1.[CH3:36][O:37][C:38](=[O:89])[C@@H:39]([NH:54][C:55]([C@@H:57]1[CH2:70][C:69]2[CH:68]=[C:67]3[C:62]([O:63][C@H:64]([C:73]4[CH:78]=[CH:77][C:76]([OH:79])=[CH:75][CH:74]=4)[C:65](=[O:72])[N:66]3[CH3:71])=[CH:61][C:60]=2[CH2:59][N:58]1[C@H:80]([C:83]1[CH:88]=[CH:87][CH:86]=[CH:85][CH:84]=1)[CH2:81][CH3:82])=[O:56])[CH2:40][C:41]1[CH:46]=[CH:45][C:44]([C:47]2[CH:52]=[CH:51][C:50](Cl)=[CH:49][CH:48]=2)=[CH:43][CH:42]=1.COC(=O)[C@@H](NC([C@@H]1CC2C=C3C(O[C@H](C4C=CC(O)=CC=4)C(=O)N3C)=CC=2CN1[C@H](C1C=CC=CC=1)CC)=O)CC1C=CC(C2C=CC(F)=CC=2)=CC=1.COC(=O)[C@@H](NC([C@@H]1CC2C=C3C(O[C@H](C4C=CC(O)=CC=4)C(=O)N3C)=CC=2CN1[C@H](C1C=CC=CC=1)CC)=O)CC1C=CC(C2C=CC(OC)=CC=2)=CC=1, predict the reaction product. The product is: [CH3:36][O:37][C:38](=[O:89])[C@@H:39]([NH:54][C:55]([C@@H:57]1[CH2:70][C:69]2[CH:68]=[C:67]3[C:62]([O:63][C@H:64]([C:73]4[CH:78]=[CH:77][C:76]([OH:79])=[CH:75][CH:74]=4)[C:65](=[O:72])[N:66]3[CH3:71])=[CH:61][C:60]=2[CH2:59][N:58]1[C@H:80]([C:83]1[CH:88]=[CH:87][CH:86]=[CH:85][CH:84]=1)[CH2:81][CH3:82])=[O:56])[CH2:40][C:41]1[CH:46]=[CH:45][C:44]([C:47]2[CH:52]=[CH:51][C:50]([C:9]#[N:10])=[CH:49][CH:48]=2)=[CH:43][CH:42]=1. (4) Given the reactants [CH2:1]([N:5]1[C:13]2[C:8](=[N:9][C:10]([Cl:15])=[N:11][C:12]=2[Cl:14])[N:7]=[C:6]1Cl)[C:2]#[C:3][CH3:4].C(=O)(O)[O-].[Na+].[N:22]1([C:28]([O:30][C:31]([CH3:34])([CH3:33])[CH3:32])=[O:29])[CH2:27][CH2:26][NH:25][CH2:24][CH2:23]1, predict the reaction product. The product is: [CH2:1]([N:5]1[C:13]2[C:8](=[N:9][C:10]([Cl:15])=[N:11][C:12]=2[Cl:14])[N:7]=[C:6]1[N:25]1[CH2:24][CH2:23][N:22]([C:28]([O:30][C:31]([CH3:34])([CH3:33])[CH3:32])=[O:29])[CH2:27][CH2:26]1)[C:2]#[C:3][CH3:4]. (5) Given the reactants [CH2:1]([O:3][C:4](=[O:18])[C:5]([O:8][C:9]1[CH:14]=[CH:13][C:12]([CH2:15][NH2:16])=[C:11]([Cl:17])[CH:10]=1)([CH3:7])[CH3:6])[CH3:2].ClC1C=C(O)C=CC=1C=O.C(CC(Br)(C)C([O-])=O)C.[CH:38]1([C:41]2[C:46]([C:47](O)=[O:48])=[CH:45][N:44]=[C:43]([C:50]3[CH:55]=[CH:54][C:53]([C:56]([F:59])([F:58])[F:57])=[CH:52][CH:51]=3)[N:42]=2)[CH2:40][CH2:39]1, predict the reaction product. The product is: [CH2:1]([O:3][C:4](=[O:18])[C:5]([O:8][C:9]1[CH:14]=[CH:13][C:12]([CH2:15][NH:16][C:47]([C:46]2[C:41]([CH:38]3[CH2:40][CH2:39]3)=[N:42][C:43]([C:50]3[CH:51]=[CH:52][C:53]([C:56]([F:58])([F:59])[F:57])=[CH:54][CH:55]=3)=[N:44][CH:45]=2)=[O:48])=[C:11]([Cl:17])[CH:10]=1)([CH3:7])[CH3:6])[CH3:2]. (6) Given the reactants [NH:1]1[CH:5]=[CH:4][N:3]=[C:2]1[CH2:6][N:7]([CH2:15][C:16]1[CH:34]=[CH:33][C:19]([CH2:20][NH:21][CH2:22][CH2:23][CH2:24][CH2:25][N:26]([CH2:30][CH2:31][CH3:32])[CH2:27][CH2:28][CH3:29])=[CH:18][CH:17]=1)[CH2:8][C:9]1[N:10]([CH3:14])[CH:11]=[CH:12][N:13]=1.[CH:35](O)=[O:36].C(N)=O, predict the reaction product. The product is: [CH2:30]([N:26]([CH2:27][CH2:28][CH3:29])[CH2:25][CH2:24][CH2:23][CH2:22][N:21]([CH2:20][C:19]1[CH:33]=[CH:34][C:16]([CH2:15][N:7]([CH2:6][C:2]2[NH:3][CH:4]=[CH:5][N:1]=2)[CH2:8][C:9]2[N:10]([CH3:14])[CH:11]=[CH:12][N:13]=2)=[CH:17][CH:18]=1)[CH:35]=[O:36])[CH2:31][CH3:32]. (7) The product is: [C:18]([O:17][C:15](=[O:16])[NH:14][C:8](=[N:7][C:6]([O:5][C:1]([CH3:4])([CH3:3])[CH3:2])=[O:22])[N:29]1[CH2:28][CH:27]2[CH2:32][CH:30]1[CH2:31][N:26]2[CH:23]([CH3:25])[CH3:24])([CH3:21])([CH3:20])[CH3:19]. Given the reactants [C:1]([O:5][C:6](=[O:22])[NH:7][C:8](=[N:14][C:15]([O:17][C:18]([CH3:21])([CH3:20])[CH3:19])=[O:16])N1C=CC=N1)([CH3:4])([CH3:3])[CH3:2].[CH:23]([N:26]1[CH2:31][CH:30]2[CH2:32][CH:27]1[CH2:28][NH:29]2)([CH3:25])[CH3:24].CCN(C(C)C)C(C)C, predict the reaction product. (8) The product is: [F:20][C:12]1[CH:13]=[C:14]([N+:17]([O-:19])=[O:18])[CH:15]=[CH:16][C:11]=1[CH2:10][N:5]1[CH2:6][CH2:7][O:3][C:4]1=[O:8]. Given the reactants [H-].[Na+].[O:3]1[CH2:7][CH2:6][NH:5][C:4]1=[O:8].Br[CH2:10][C:11]1[CH:16]=[CH:15][C:14]([N+:17]([O-:19])=[O:18])=[CH:13][C:12]=1[F:20].O, predict the reaction product.